Dataset: Catalyst prediction with 721,799 reactions and 888 catalyst types from USPTO. Task: Predict which catalyst facilitates the given reaction. (1) Reactant: C([O:3][CH2:4][CH2:5][O:6][NH:7][C:8]([C:10]1[N:18]([CH3:19])[C:17]2[CH:16]=[CH:15][N:14]=[N:13][C:12]=2[C:11]=1[NH:20][C:21]1[CH:26]=[CH:25][C:24]([I:27])=[CH:23][C:22]=1[F:28])=[O:9])=C. Product: [OH:3][CH2:4][CH2:5][O:6][NH:7][C:8]([C:10]1[N:18]([CH3:19])[C:17]2[CH:16]=[CH:15][N:14]=[N:13][C:12]=2[C:11]=1[NH:20][C:21]1[CH:26]=[CH:25][C:24]([I:27])=[CH:23][C:22]=1[F:28])=[O:9]. The catalyst class is: 240. (2) Product: [O:1]1[C:5]2[CH:6]=[CH:7][CH:8]=[CH:9][C:4]=2[N:3]=[C:2]1[C:10]1[CH:11]=[CH:12][C:13]2[N:17]([CH:18]3[CH2:23][CH2:22][O:21][CH2:20][CH2:19]3)[C:27]([C:26]3[CH:29]=[CH:30][CH:31]=[CH:32][C:25]=3[Cl:24])=[N:15][C:14]=2[CH:16]=1. The catalyst class is: 9. Reactant: [O:1]1[C:5]2[CH:6]=[CH:7][CH:8]=[CH:9][C:4]=2[N:3]=[C:2]1[C:10]1[CH:11]=[CH:12][C:13]([NH:17][CH:18]2[CH2:23][CH2:22][O:21][CH2:20][CH2:19]2)=[C:14]([CH:16]=1)[NH2:15].[Cl:24][C:25]1[CH:32]=[CH:31][CH:30]=[CH:29][C:26]=1[CH:27]=O.OOS([O-])=O.[K+].C(=O)([O-])[O-].[K+].[K+]. (3) The catalyst class is: 5. Reactant: C(OC(=O)[N:7]([CH2:30][CH2:31][CH2:32][CH2:33][N:34]([CH2:38][CH2:39][CH3:40])[CH2:35][CH2:36][CH3:37])[CH2:8][C:9]1[CH:14]=[CH:13][C:12]([CH2:15][N:16]([CH2:24][C:25]2[NH:26][CH:27]=[CH:28][N:29]=2)[CH2:17][C:18]2[N:19]([CH3:23])[CH:20]=[CH:21][N:22]=2)=[CH:11][CH:10]=1)(C)(C)C.Cl.CO. Product: [NH:29]1[CH:28]=[CH:27][N:26]=[C:25]1[CH2:24][N:16]([CH2:15][C:12]1[CH:13]=[CH:14][C:9]([CH2:8][NH:7][CH2:30][CH2:31][CH2:32][CH2:33][N:34]([CH2:35][CH2:36][CH3:37])[CH2:38][CH2:39][CH3:40])=[CH:10][CH:11]=1)[CH2:17][C:18]1[N:19]([CH3:23])[CH:20]=[CH:21][N:22]=1. (4) Reactant: Cl[S:2]([CH2:5][CH2:6][CH2:7][NH:8][C:9](=[O:11])[CH3:10])(=[O:4])=[O:3].[CH3:12][CH:13]([CH3:23])[C:14]([O:16][CH2:17][C:18]([CH3:22])([CH3:21])[CH2:19][OH:20])=[O:15].N1C=CC=CC=1. Product: [CH3:12][CH:13]([CH3:23])[C:14]([O:16][CH2:17][C:18]([CH3:21])([CH3:22])[CH2:19][O:20][S:2]([CH2:5][CH2:6][CH2:7][NH:8][C:9](=[O:11])[CH3:10])(=[O:4])=[O:3])=[O:15]. The catalyst class is: 154. (5) Product: [F:18][C:15]([F:16])([F:17])[C@@:11]1([OH:14])[CH2:12][CH2:13][NH:8][CH2:9][C@@H:10]1[OH:19]. The catalyst class is: 19. Reactant: C([N:8]1[CH2:13][CH2:12][C@@:11]([C:15]([F:18])([F:17])[F:16])([OH:14])[C@@H:10]([OH:19])[CH2:9]1)C1C=CC=CC=1.[H][H]. (6) Reactant: [CH2:1]([O:3][C:4](=[O:13])[NH:5][C:6]1[CH:7]=[N:8][CH:9]=[C:10]([Br:12])[CH:11]=1)[CH3:2].[N+:14]([O-])([OH:16])=[O:15].N. Product: [CH2:1]([O:3][C:4](=[O:13])[NH:5][C:6]1[C:7]([N+:14]([O-:16])=[O:15])=[N:8][CH:9]=[C:10]([Br:12])[CH:11]=1)[CH3:2]. The catalyst class is: 65. (7) Reactant: [OH:1][C:2]1[C:7]2[C:8](=[O:30])/[C:9](=[CH:11]/[C:12]3[C:20]4[C:15](=[N:16][CH:17]=[CH:18][C:19]=4[N:21]4[CH2:27][CH:26]5[O:28][CH:23]([CH2:24][CH2:25]5)[CH2:22]4)[N:14]([CH3:29])[CH:13]=3)/[O:10][C:6]=2[CH:5]=[CH:4][CH:3]=1.[CH3:31][N:32]([CH3:36])[C:33](Cl)=[O:34]. Product: [CH3:31][N:32]([CH3:36])[C:33](=[O:34])[O:1][C:2]1[C:7]2[C:8](=[O:30])/[C:9](=[CH:11]/[C:12]3[C:20]4[C:15](=[N:16][CH:17]=[CH:18][C:19]=4[N:21]4[CH2:22][CH:23]5[O:28][CH:26]([CH2:25][CH2:24]5)[CH2:27]4)[N:14]([CH3:29])[CH:13]=3)/[O:10][C:6]=2[CH:5]=[CH:4][CH:3]=1. The catalyst class is: 17. (8) Reactant: [N:1]1[C:10]2[C:5](=[CH:6][CH:7]=[CH:8][CH:9]=2)[CH:4]=[CH:3][C:2]=1[N:11]1[CH2:14][CH:13]([C:15]2[C:16]([N:21]3[CH2:25][CH2:24][CH:23]([NH2:26])[CH2:22]3)=[N:17][CH:18]=[CH:19][N:20]=2)[CH2:12]1.N1C=CC=CC=1.N1(C2C=CN=CC=2)CCCC1.[C:44](Cl)(=[O:47])[O:45][CH3:46]. Product: [N:1]1[C:10]2[C:5](=[CH:6][CH:7]=[CH:8][CH:9]=2)[CH:4]=[CH:3][C:2]=1[N:11]1[CH2:12][CH:13]([C:15]2[C:16]([N:21]3[CH2:25][CH2:24][CH:23]([NH:26][C:44](=[O:47])[O:45][CH3:46])[CH2:22]3)=[N:17][CH:18]=[CH:19][N:20]=2)[CH2:14]1. The catalyst class is: 2.